Predict the reactants needed to synthesize the given product. From a dataset of Full USPTO retrosynthesis dataset with 1.9M reactions from patents (1976-2016). (1) The reactants are: C(O)=O.[C:4]1([C:40]2[CH:45]=[CH:44][CH:43]=[CH:42][CH:41]=2)[CH:9]=[CH:8][C:7]([C:10]2[N:15]=[C:14]3[N:16]=[C:17]([O:27][C:28]4[CH:29]=[CH:30][C:31]([CH3:38])=[C:32]([CH:37]=4)[C:33]([O:35][CH3:36])=[O:34])[N:18](COCC[Si](C)(C)C)[C:13]3=[CH:12][C:11]=2[Cl:39])=[CH:6][CH:5]=1.S(=O)(=O)(O)[O-].[K+]. Given the product [C:4]1([C:40]2[CH:41]=[CH:42][CH:43]=[CH:44][CH:45]=2)[CH:5]=[CH:6][C:7]([C:10]2[N:15]=[C:14]3[N:16]=[C:17]([O:27][C:28]4[CH:29]=[CH:30][C:31]([CH3:38])=[C:32]([CH:37]=4)[C:33]([O:35][CH3:36])=[O:34])[NH:18][C:13]3=[CH:12][C:11]=2[Cl:39])=[CH:8][CH:9]=1, predict the reactants needed to synthesize it. (2) Given the product [Si:1]([O:18][CH2:19][C@@H:20]([N:23]1[C@H:28]([C:29]2[CH:30]=[CH:31][C:32]([Cl:35])=[CH:33][CH:34]=2)[C@@H:27]([C:36]2[CH:41]=[CH:40][CH:39]=[C:38]([Cl:42])[CH:37]=2)[CH2:26][C@@:25]([CH:44]2[CH2:46][CH:45]2[C:47]([OH:49])=[O:48])([CH3:43])[C:24]1=[O:51])[CH2:21][CH3:22])([C:14]([CH3:17])([CH3:16])[CH3:15])([C:8]1[CH:13]=[CH:12][CH:11]=[CH:10][CH:9]=1)[C:2]1[CH:3]=[CH:4][CH:5]=[CH:6][CH:7]=1, predict the reactants needed to synthesize it. The reactants are: [Si:1]([O:18][CH2:19][C@@H:20]([N:23]1[C@H:28]([C:29]2[CH:34]=[CH:33][C:32]([Cl:35])=[CH:31][CH:30]=2)[C@@H:27]([C:36]2[CH:41]=[CH:40][CH:39]=[C:38]([Cl:42])[CH:37]=2)[CH2:26][C@@:25]([CH:44]2[CH2:46][CH:45]2[C:47]([O:49]C)=[O:48])([CH3:43])[C:24]1=[O:51])[CH2:21][CH3:22])([C:14]([CH3:17])([CH3:16])[CH3:15])([C:8]1[CH:13]=[CH:12][CH:11]=[CH:10][CH:9]=1)[C:2]1[CH:7]=[CH:6][CH:5]=[CH:4][CH:3]=1.[OH-].[Na+]. (3) Given the product [CH3:19][C:10]1[N:11]=[C:12]([NH2:14])[S:13][C:9]=1[C:7]1[CH:6]=[CH:5][N:28]=[C:26]([C:23]2([CH3:22])[CH2:25][CH2:24]2)[N:27]=1, predict the reactants needed to synthesize it. The reactants are: [OH-].[Na+].CN(C)[CH:5]=[CH:6][C:7]([C:9]1[S:13][C:12]([N:14]=CN(C)C)=[N:11][C:10]=1[CH3:19])=O.Cl.[CH3:22][C:23]1([C:26]([NH2:28])=[NH:27])[CH2:25][CH2:24]1.O.